From a dataset of Full USPTO retrosynthesis dataset with 1.9M reactions from patents (1976-2016). Predict the reactants needed to synthesize the given product. The reactants are: [O:1]=[C:2]1[N:8]2[CH2:9][C@H:4]([CH2:5][CH2:6][C@@H:7]2[C:10]([NH:12][NH:13][C:14]([CH:16]2[CH2:19][N:18](C(OC(C)(C)C)=O)[CH2:17]2)=[O:15])=[O:11])[N:3]1[O:27][S:28]([OH:31])(=[O:30])=[O:29].FC(F)(F)C(O)=O. Given the product [NH:18]1[CH2:17][CH:16]([C:14]([NH:13][NH:12][C:10]([C@H:7]2[CH2:6][CH2:5][C@H:4]3[CH2:9][N:8]2[C:2](=[O:1])[N:3]3[O:27][S:28]([OH:31])(=[O:30])=[O:29])=[O:11])=[O:15])[CH2:19]1, predict the reactants needed to synthesize it.